From a dataset of Forward reaction prediction with 1.9M reactions from USPTO patents (1976-2016). Predict the product of the given reaction. (1) Given the reactants [Li]CCCC.Br[C:7]1[CH:15]=[CH:14][C:10]([C:11]([OH:13])=[O:12])=[CH:9][CH:8]=1.C(S[S@@:21]([C:23]([CH3:26])([CH3:25])[CH3:24])=[O:22])(C)(C)C, predict the reaction product. The product is: [C:23]([S@@:21]([C:7]1[CH:15]=[CH:14][C:10]([C:11]([OH:13])=[O:12])=[CH:9][CH:8]=1)=[O:22])([CH3:26])([CH3:25])[CH3:24]. (2) Given the reactants C([O:8][N:9]([CH2:12][C@@H:13]([CH2:17][CH2:18][CH2:19][CH3:20])[C:14](O)=[O:15])[CH:10]=[O:11])C1C=CC=CC=1.[Cl:21][C:22]1[C:27]2[NH:28][C:29]([C@@H:31]3[CH2:35][CH2:34][CH2:33][NH:32]3)=[N:30][C:26]=2[CH:25]=[C:24]([C:36]([F:39])([F:38])[F:37])[CH:23]=1, predict the reaction product. The product is: [Cl:21][C:22]1[C:27]2[NH:28][C:29]([C@@H:31]3[CH2:35][CH2:34][CH2:33][N:32]3[C:14]([C@H:13]([CH2:17][CH2:18][CH2:19][CH3:20])[CH2:12][N:9]([OH:8])[CH:10]=[O:11])=[O:15])=[N:30][C:26]=2[CH:25]=[C:24]([C:36]([F:37])([F:39])[F:38])[CH:23]=1.